This data is from CYP2D6 inhibition data for predicting drug metabolism from PubChem BioAssay. The task is: Regression/Classification. Given a drug SMILES string, predict its absorption, distribution, metabolism, or excretion properties. Task type varies by dataset: regression for continuous measurements (e.g., permeability, clearance, half-life) or binary classification for categorical outcomes (e.g., BBB penetration, CYP inhibition). Dataset: cyp2d6_veith. (1) The compound is CCc1ccccc1OC[C@H](O)CN[C@@H]1CCc2ccccc2C1. The result is 1 (inhibitor). (2) The molecule is Cc1cc(N2CCCCC2)nc(NCc2ccccc2)n1. The result is 1 (inhibitor).